Task: Predict the reactants needed to synthesize the given product.. Dataset: Full USPTO retrosynthesis dataset with 1.9M reactions from patents (1976-2016) (1) Given the product [NH2:19][C:17]1[N:18]=[C:13]([CH2:12][N:9]2[C:10]3[C:6](=[CH:5][CH:4]=[C:3]([C:27]#[C:28][CH2:29][CH2:30][OH:31])[CH:11]=3)[CH:7]=[C:8]2[C:20]2[CH:25]=[CH:24][CH:23]=[CH:22][C:21]=2[Cl:26])[CH:14]=[CH:15][CH:16]=1, predict the reactants needed to synthesize it. The reactants are: Cl.Br[C:3]1[CH:11]=[C:10]2[C:6]([CH:7]=[C:8]([C:20]3[CH:25]=[CH:24][CH:23]=[CH:22][C:21]=3[Cl:26])[N:9]2[CH2:12][C:13]2[N:18]=[C:17]([NH2:19])[CH:16]=[CH:15][CH:14]=2)=[CH:5][CH:4]=1.[CH:27]#[C:28][CH2:29][CH2:30][OH:31]. (2) The reactants are: [Cl:1][C:2]1[CH:3]=[CH:4][C:5]2[N:10]([CH3:11])[C:9](=[O:12])[O:8][C:7](=O)[C:6]=2[CH:14]=1.[NH2:15][CH2:16]C(O)=O. Given the product [Cl:1][C:2]1[CH:3]=[CH:4][C:5]2[N:10]([CH3:11])[C:9](=[O:12])[CH2:16][NH:15][C:7](=[O:8])[C:6]=2[CH:14]=1, predict the reactants needed to synthesize it. (3) The reactants are: [OH-].[Na+].[OH:3][C:4]1[CH:30]=[CH:29][C:28]([N:31]2[CH2:36][CH2:35][CH2:34][CH2:33][CH2:32]2)=[CH:27][C:5]=1[C:6]([NH:8][C:9]1[CH:21]=[C:20]([C:22]2[S:23][CH:24]=[CH:25][CH:26]=2)[CH:19]=[CH:18][C:10]=1[C:11]([O:13]C(C)(C)C)=[O:12])=[O:7].C(O)(=O)CC(CC(O)=O)(C(O)=O)O.O. Given the product [OH:3][C:4]1[CH:30]=[CH:29][C:28]([N:31]2[CH2:36][CH2:35][CH2:34][CH2:33][CH2:32]2)=[CH:27][C:5]=1[C:6]([NH:8][C:9]1[CH:21]=[C:20]([C:22]2[S:23][CH:24]=[CH:25][CH:26]=2)[CH:19]=[CH:18][C:10]=1[C:11]([OH:13])=[O:12])=[O:7], predict the reactants needed to synthesize it. (4) The reactants are: [C:1]([O:5][C:6](=[O:18])[CH2:7][CH2:8][NH:9][C:10]1[CH:15]=[CH:14][C:13]([Cl:16])=[C:12]([Cl:17])[CH:11]=1)([CH3:4])([CH3:3])[CH3:2].Br[CH2:20][C:21]([O:23][CH3:24])=[O:22].N1C(C)=CC=CC=1C. Given the product [C:1]([O:5][C:6](=[O:18])[CH2:7][CH2:8][N:9]([C:10]1[CH:15]=[CH:14][C:13]([Cl:16])=[C:12]([Cl:17])[CH:11]=1)[CH2:20][C:21]([O:23][CH3:24])=[O:22])([CH3:4])([CH3:2])[CH3:3], predict the reactants needed to synthesize it. (5) Given the product [CH2:1]([O:3][C:4]([C:6]1[N:7]([CH2:18][C:19]2[C:28]3[C:23](=[CH:24][CH:25]=[CH:26][CH:27]=3)[CH:22]=[CH:21][CH:20]=2)[C:8]2[C:13]([C:14]=1[CH2:15][NH:31][CH2:29][CH3:30])=[CH:12][C:11]([F:17])=[CH:10][CH:9]=2)=[O:5])[CH3:2], predict the reactants needed to synthesize it. The reactants are: [CH2:1]([O:3][C:4]([C:6]1[N:7]([CH2:18][C:19]2[C:28]3[C:23](=[CH:24][CH:25]=[CH:26][CH:27]=3)[CH:22]=[CH:21][CH:20]=2)[C:8]2[C:13]([C:14]=1[CH:15]=O)=[CH:12][C:11]([F:17])=[CH:10][CH:9]=2)=[O:5])[CH3:2].[CH2:29]([NH2:31])[CH3:30]. (6) Given the product [CH2:10]([O:8][C:7]1[C:2]([Br:1])=[N:3][CH:4]=[CH:5][CH:6]=1)[C:11]1[CH:16]=[CH:15][CH:14]=[CH:13][CH:12]=1, predict the reactants needed to synthesize it. The reactants are: [Br:1][C:2]1[C:7]([OH:8])=[CH:6][CH:5]=[CH:4][N:3]=1.Br[CH2:10][C:11]1[CH:16]=[CH:15][CH:14]=[CH:13][CH:12]=1. (7) Given the product [Cl:1][C:2]1[N:7]=[C:6]2[N:8]([C:13]3[CH:18]=[CH:17][C:16]([CH2:19][CH2:20][NH2:21])=[CH:15][CH:14]=3)[C:9]([CH2:11][CH3:12])=[N:10][C:5]2=[C:4]([CH3:24])[CH:3]=1, predict the reactants needed to synthesize it. The reactants are: [Cl:1][C:2]1[N:7]=[C:6]2[N:8]([C:13]3[CH:18]=[CH:17][C:16]([CH2:19][CH2:20][N:21]=[N+]=[N-])=[CH:15][CH:14]=3)[C:9]([CH2:11][CH3:12])=[N:10][C:5]2=[C:4]([CH3:24])[CH:3]=1.C1(P(C2C=CC=CC=2)C2C=CC=CC=2)C=CC=CC=1.O. (8) Given the product [Cl:20][C:5]1[C:6]([NH:9][C@@H:10]2[C@@H:15]3[CH2:16][C@@H:12]([CH:13]=[CH:14]3)[C@@H:11]2[C:17]([NH2:19])=[O:18])=[C:7]2[N:8]=[C:24]([C:23]3[CH:26]=[CH:27][CH:28]=[CH:29][C:22]=3[Cl:21])[NH:1][C:2]2=[N:3][CH:4]=1, predict the reactants needed to synthesize it. The reactants are: [NH2:1][C:2]1[C:7]([NH2:8])=[C:6]([NH:9][C@@H:10]2[C@@H:15]3[CH2:16][C@@H:12]([CH:13]=[CH:14]3)[C@@H:11]2[C:17]([NH2:19])=[O:18])[C:5]([Cl:20])=[CH:4][N:3]=1.[Cl:21][C:22]1[CH:29]=[CH:28][CH:27]=[CH:26][C:23]=1[CH:24]=O.C([O-])(=O)C.[NH4+]. (9) Given the product [Cl:34][C:35]1[CH:40]=[CH:39][CH:38]=[C:37]([Cl:41])[C:36]=1[C:42]([N:44]=[C:45]=[S:46])=[O:43].[Cl:34][C:35]1[CH:40]=[CH:39][CH:38]=[C:37]([Cl:41])[C:36]=1[C:42]([NH:44][C:45]([NH:31][C:30]1[CH:32]=[CH:33][C:27]([O:26][C:17]2[C:16]3[C:21](=[CH:22][C:23]([O:24][CH3:25])=[C:14]([O:13][CH3:12])[CH:15]=3)[N:20]=[CH:19][N:18]=2)=[CH:28][CH:29]=1)=[S:46])=[O:43], predict the reactants needed to synthesize it. The reactants are: ClC1C=CC=C(Cl)C=1C(Cl)=O.[CH3:12][O:13][C:14]1[CH:15]=[C:16]2[C:21](=[CH:22][C:23]=1[O:24][CH3:25])[N:20]=[CH:19][N:18]=[C:17]2[O:26][C:27]1[CH:33]=[CH:32][C:30]([NH2:31])=[CH:29][CH:28]=1.[Cl:34][C:35]1[CH:40]=[CH:39][CH:38]=[C:37]([Cl:41])[C:36]=1[C:42]([N:44]=[C:45]=[S:46])=[O:43]. (10) Given the product [F:1][C:2]([F:37])([F:38])[C:3]1[CH:4]=[C:5]([CH2:13][O:14][CH:15]2[CH2:19][CH2:18][CH:17]([NH2:20])[CH:16]2[C:31]2[CH:36]=[CH:35][CH:34]=[CH:33][CH:32]=2)[CH:6]=[C:7]([C:9]([F:12])([F:11])[F:10])[CH:8]=1, predict the reactants needed to synthesize it. The reactants are: [F:1][C:2]([F:38])([F:37])[C:3]1[CH:4]=[C:5]([CH2:13][O:14][CH:15]2[CH2:19][CH2:18][CH:17]([NH:20]C(OCC3C=CC=CC=3)=O)[CH:16]2[C:31]2[CH:36]=[CH:35][CH:34]=[CH:33][CH:32]=2)[CH:6]=[C:7]([C:9]([F:12])([F:11])[F:10])[CH:8]=1.